Dataset: Reaction yield outcomes from USPTO patents with 853,638 reactions. Task: Predict the reaction yield, written as a fraction of the theoretical maximum amount of product (1.0 means a 100% yield; for example, 0.34 means a 34% yield). (1) The reactants are C(OC([N:8]1[CH2:13][CH2:12][N:11]([C:14]([C:16]2[C:17]3[C:32]([CH3:33])=[N:31][N:30](C4CCCCO4)[C:18]=3[N:19]=[C:20]([C:22]3[CH:27]=[CH:26][C:25]([OH:28])=[CH:24][C:23]=3[F:29])[CH:21]=2)=[O:15])[C:10]([CH3:41])([CH3:40])[CH2:9]1)=O)(C)(C)C. The catalyst is Cl.O1CCOCC1. The product is [CH3:40][C:10]1([CH3:41])[CH2:9][NH:8][CH2:13][CH2:12][N:11]1[C:14]([C:16]1[CH:21]=[C:20]([C:22]2[CH:27]=[CH:26][C:25]([OH:28])=[CH:24][C:23]=2[F:29])[N:19]=[C:18]2[NH:30][N:31]=[C:32]([CH3:33])[C:17]=12)=[O:15]. The yield is 1.00. (2) The reactants are [OH-].[Na+].[C:3]([O:7][C:8]([NH:10][C@H:11]([C:22]([OH:24])=[O:23])[CH2:12][C:13]1[C:21]2[C:16](=[CH:17][CH:18]=[CH:19][CH:20]=2)[NH:15][CH:14]=1)=[O:9])([CH3:6])([CH3:5])[CH3:4].[CH2:25](Br)[C:26]1[CH:31]=[CH:30][CH:29]=[CH:28][CH:27]=1. The catalyst is S([O-])(O)(=O)=O.C([N+](CCCC)(CCCC)CCCC)CCC.C(Cl)Cl. The product is [CH2:25]([N:15]1[C:16]2[C:21](=[CH:20][CH:19]=[CH:18][CH:17]=2)[C:13]([CH2:12][C@@H:11]([C:22]([O:24][CH2:13][C:21]2[CH:16]=[CH:17][CH:18]=[CH:19][CH:20]=2)=[O:23])[NH:10][C:8]([O:7][C:3]([CH3:6])([CH3:4])[CH3:5])=[O:9])=[CH:14]1)[C:26]1[CH:31]=[CH:30][CH:29]=[CH:28][CH:27]=1. The yield is 0.770. (3) The reactants are [F:1][C:2]1[CH:3]=[C:4]([CH:6]=[C:7]([F:9])[CH:8]=1)[NH2:5].C[Si]([N:14]=[C:15]=[O:16])(C)C. The catalyst is C(Cl)Cl. The product is [F:1][C:2]1[CH:3]=[C:4]([NH:5][C:15]([NH2:14])=[O:16])[CH:6]=[C:7]([F:9])[CH:8]=1. The yield is 0.380. (4) The reactants are [OH:1][C@@:2]1([C:9]#[C:10][C:11]2[CH:12]=[C:13]([N:17]3[C:21]4=[CH:22][N:23]=[C:24]([CH3:26])[CH:25]=[C:20]4[C:19]([C:27]([O:29]C)=O)=[N:18]3)[CH:14]=[CH:15][CH:16]=2)[CH2:6][CH2:5][N:4]([CH3:7])[C:3]1=[O:8].[NH3:31]. No catalyst specified. The product is [OH:1][C@@:2]1([C:9]#[C:10][C:11]2[CH:12]=[C:13]([N:17]3[C:21]4=[CH:22][N:23]=[C:24]([CH3:26])[CH:25]=[C:20]4[C:19]([C:27]([NH2:31])=[O:29])=[N:18]3)[CH:14]=[CH:15][CH:16]=2)[CH2:6][CH2:5][N:4]([CH3:7])[C:3]1=[O:8]. The yield is 0.280.